Dataset: Catalyst prediction with 721,799 reactions and 888 catalyst types from USPTO. Task: Predict which catalyst facilitates the given reaction. (1) Reactant: [ClH:1].Cl.[NH:3]1[CH2:8][CH2:7][CH:6]([O:9][NH2:10])[CH2:5][CH2:4]1.[CH3:11][C@:12]12[CH2:29][CH2:28][C@H:27]3[C@@H:17]([CH2:18][C:19](=[O:31])[CH:20]4[C@:25]3([CH3:26])[CH2:24][CH2:23][C:22](=O)[CH2:21]4)[C@@H:16]1[CH2:15][CH2:14][C:13]2=[O:32].[Na+].[Cl-]. Product: [ClH:1].[NH:3]1[CH2:8][CH2:7][CH:6]([O:9][N:10]=[C:22]2[CH2:23][CH2:24][C@@:25]3([CH3:26])[CH:20]([C:19](=[O:31])[CH2:18][C@@H:17]4[C@@H:27]3[CH2:28][CH2:29][C@@:12]3([CH3:11])[C@H:16]4[CH2:15][CH2:14][C:13]3=[O:32])[CH2:21]2)[CH2:5][CH2:4]1. The catalyst class is: 90. (2) Reactant: [F:1][C:2]1[CH:3]=[CH:4][C:5]([CH3:33])=[C:6]([CH:32]=1)[O:7][CH2:8][C:9]1[C:10]([C:23]2[CH:28]=[CH:27][C:26]([OH:29])=[CH:25][C:24]=2[O:30][CH3:31])=[CH:11][CH:12]=[C:13]2[C:18]=1[N:17]([CH3:19])[C:16](=[O:20])[C:15]([CH3:22])([CH3:21])[NH:14]2.[NH:34]1[CH2:39][CH2:38][O:37][CH2:36][CH2:35]1.[O:40]1CCC[CH2:41]1. Product: [F:1][C:2]1[CH:3]=[CH:4][C:5]([CH3:33])=[C:6]([CH:32]=1)[O:7][CH2:8][C:9]1[C:10]([C:23]2[CH:28]=[CH:27][C:26]([O:29][C:41]([N:34]3[CH2:39][CH2:38][O:37][CH2:36][CH2:35]3)=[O:40])=[CH:25][C:24]=2[O:30][CH3:31])=[CH:11][CH:12]=[C:13]2[C:18]=1[N:17]([CH3:19])[C:16](=[O:20])[C:15]([CH3:22])([CH3:21])[NH:14]2. The catalyst class is: 277.